The task is: Predict the reaction yield, written as a fraction of the theoretical maximum amount of product (1.0 means a 100% yield; for example, 0.34 means a 34% yield).. This data is from Reaction yield outcomes from USPTO patents with 853,638 reactions. (1) The reactants are [CH2:1]([O:4][C:5]1[CH:30]=[C:29]([C:31]2S[C:33]3[CH2:39][CH2:38][CH2:37][CH2:36][C:34]=3[N:35]=2)[CH:28]=[CH:27][C:6]=1[O:7][CH2:8][CH2:9][CH2:10][O:11][C:12]1[CH:13]=[C:14]2[C:18](=[CH:19][CH:20]=1)[C@H:17]([CH2:21][C:22]([O:24]CC)=[O:23])[CH2:16][CH2:15]2)[CH2:2][CH3:3].[OH-:40].[Li+]. The catalyst is C1COCC1.O.CO. The product is [CH2:1]([O:4][C:5]1[CH:30]=[C:29]([C:31]2[O:40][C:33]3[CH2:39][CH2:38][CH2:37][CH2:36][C:34]=3[N:35]=2)[CH:28]=[CH:27][C:6]=1[O:7][CH2:8][CH2:9][CH2:10][O:11][C:12]1[CH:13]=[C:14]2[C:18](=[CH:19][CH:20]=1)[C@H:17]([CH2:21][C:22]([OH:24])=[O:23])[CH2:16][CH2:15]2)[CH2:2][CH3:3]. The yield is 0.520. (2) The reactants are C(O[CH:4]=[C:5]1[C:13]2[C:8](=[CH:9][CH:10]=[C:11]([C:14]3[O:18][CH:17]=[N:16][CH:15]=3)[CH:12]=2)[NH:7][C:6]1=[O:19])C.Cl.[CH3:21][NH:22][S:23]([CH2:26][C:27]1[CH:32]=[CH:31][C:30]([NH2:33])=[CH:29][CH:28]=1)(=[O:25])=[O:24]. The product is [CH3:21][NH:22][S:23]([CH2:26][C:27]1[CH:32]=[CH:31][C:30]([NH:33][CH:4]=[C:5]2[C:13]3[C:8](=[CH:9][CH:10]=[C:11]([C:14]4[O:18][CH:17]=[N:16][CH:15]=4)[CH:12]=3)[NH:7][C:6]2=[O:19])=[CH:29][CH:28]=1)(=[O:24])=[O:25]. No catalyst specified. The yield is 0.560.